This data is from NCI-60 drug combinations with 297,098 pairs across 59 cell lines. The task is: Regression. Given two drug SMILES strings and cell line genomic features, predict the synergy score measuring deviation from expected non-interaction effect. (1) Drug 1: C1=CN(C(=O)N=C1N)C2C(C(C(O2)CO)O)O.Cl. Drug 2: CC1=C(C=C(C=C1)NC(=O)C2=CC=C(C=C2)CN3CCN(CC3)C)NC4=NC=CC(=N4)C5=CN=CC=C5. Cell line: CAKI-1. Synergy scores: CSS=34.8, Synergy_ZIP=2.31, Synergy_Bliss=-0.449, Synergy_Loewe=-23.7, Synergy_HSA=-2.89. (2) Drug 1: C1=CC(=CC=C1CC(C(=O)O)N)N(CCCl)CCCl.Cl. Drug 2: CCC1(C2=C(COC1=O)C(=O)N3CC4=CC5=C(C=CC(=C5CN(C)C)O)N=C4C3=C2)O.Cl. Cell line: HL-60(TB). Synergy scores: CSS=86.1, Synergy_ZIP=2.72, Synergy_Bliss=1.78, Synergy_Loewe=-4.17, Synergy_HSA=1.90.